Predict the reaction yield, written as a fraction of the theoretical maximum amount of product (1.0 means a 100% yield; for example, 0.34 means a 34% yield). From a dataset of Reaction yield outcomes from USPTO patents with 853,638 reactions. The catalyst is C(N(CC)CC)C. The reactants are [CH3:1][O:2][C:3]1[CH:8]=[C:7]([O:9][CH3:10])[CH:6]=[CH:5][C:4]=1[CH2:11][CH2:12][CH2:13][CH2:14][OH:15].[CH3:16][S:17](Cl)(=[O:19])=[O:18]. The product is [CH3:1][O:2][C:3]1[CH:8]=[C:7]([O:9][CH3:10])[CH:6]=[CH:5][C:4]=1[CH2:11][CH2:12][CH2:13][CH2:14][O:15][S:17]([CH3:16])(=[O:19])=[O:18]. The yield is 0.800.